The task is: Predict the reactants needed to synthesize the given product.. This data is from Full USPTO retrosynthesis dataset with 1.9M reactions from patents (1976-2016). (1) Given the product [F:9][C:10]1[N:11]=[CH:12][C:13]([OH:4])=[CH:14][C:15]=1[CH3:16], predict the reactants needed to synthesize it. The reactants are: O.OO.[O:4]1CCCC1.[F:9][C:10]1[C:15]([CH3:16])=[CH:14][C:13](B(O)O)=[CH:12][N:11]=1. (2) Given the product [CH3:26][CH:23]([CH2:24][CH3:25])[C:22]([N:19]1[CH2:18][CH2:17][CH:16]([NH:15][C:11]([NH:10][C:7]2[CH:6]=[CH:5][C:4]([O:3][C:2]([F:13])([F:14])[F:1])=[CH:9][CH:8]=2)=[O:12])[CH2:21][CH2:20]1)=[O:27], predict the reactants needed to synthesize it. The reactants are: [F:1][C:2]([F:14])([F:13])[O:3][C:4]1[CH:9]=[CH:8][C:7]([N:10]=[C:11]=[O:12])=[CH:6][CH:5]=1.[NH2:15][CH:16]1[CH2:21][CH2:20][N:19]([C:22](=[O:27])[CH:23]([CH3:26])[CH2:24][CH3:25])[CH2:18][CH2:17]1. (3) Given the product [CH3:1][N:2]([CH3:24])[C:3]([C:5]1[CH:10]=[CH:9][CH:8]=[CH:7][C:6]=1[N:11]1[CH2:16][CH2:15][NH:14][CH2:13][CH2:12]1)=[O:4], predict the reactants needed to synthesize it. The reactants are: [CH3:1][N:2]([CH3:24])[C:3]([C:5]1[CH:10]=[CH:9][CH:8]=[CH:7][C:6]=1[N:11]1[CH2:16][CH2:15][N:14](CC2C=CC=CC=2)[CH2:13][CH2:12]1)=[O:4]. (4) The reactants are: Cl[C:2]1C=C(N[C@H]2CC(=O)N(C)C2)C=C[C:3]=1C#N.[Cl:18][C:19]1[CH:20]=[C:21]([NH:27][C@H:28]([CH2:37][N:38]([CH3:51])S(C2C=CC=CC=2[N+]([O-])=O)(=O)=O)[CH2:29][C:30]([O:32][C:33]([CH3:36])([CH3:35])[CH3:34])=[O:31])[CH:22]=[CH:23][C:24]=1[C:25]#[N:26]. Given the product [Cl:18][C:19]1[CH:20]=[C:21]([NH:27][C@H:28]([CH2:37][NH:38][CH2:51][CH2:2][CH3:3])[CH2:29][C:30]([O:32][C:33]([CH3:34])([CH3:35])[CH3:36])=[O:31])[CH:22]=[CH:23][C:24]=1[C:25]#[N:26], predict the reactants needed to synthesize it.